From a dataset of Human Reference Interactome with 51,813 positive PPI pairs across 8,248 proteins, plus equal number of experimentally-validated negative pairs. Binary Classification. Given two protein amino acid sequences, predict whether they physically interact or not. (1) Protein 1 (ENSG00000149657) has sequence MSGSSGTPYLGSKISLISKAQIRYEGILYTIDTDNSTVALAKVRSFGTEDRPTDRPAPPREEIYEYIIFRGSDIKDITVCEPPKAQHTLPQDPAIVQSSLGSASASPFQPHVPYSPFRGMAPYGPLAASSLLSQQYAASLGLGAGFPSIPVGKSPMVEQAVQTGSADNLNAKKLLPGKGTTGTQLNGRQAQPSSKTASDVVQPAAVQAQGQVNDENRRPQRRRSGNRRTRNRSRGQNRPTNVKENTIKFEGDFDFESANAQFNREELDKEFKKKLNFKDDKAEKGEEKDLAVVTQSAEAP.... Protein 2 (ENSG00000159339) has sequence MAQGTLIRVTPEQPTHAVCVLGTLTQLDICSSAPEDCTSFSINASPGVVVDIAHGPPAKKKSTGSSTWPLDPGVEVTLTMKVASGSTGDQKVQISYYGPKTPPVKALLYLTGVEISLCADITRTGKVKPTRAVKDQRTWTWGPCGQGAILLVNCDRDNLESSAMDCEDDEVLDSEDLQDMSLMTLSTKTPKDFFTNHTLVLHVARSEMDKVRVFQATRGKLSSKCSVVLGPKWPSHYLMVPGGKHNMDFYVEALAFPDTDFPGLITLTISLLDTSNLELPEAVVFQDSVVFRVAPWIMTP.... Result: 0 (the proteins do not interact). (2) Protein 1 (ENSG00000157470) has sequence MENMHLRRVRTMPRHSQSLTMAPYSSVSLVEQLEDRILCHEKTTAALVEHAFRIKDDIVNSLQKMQNKGGGDRLARLFLEEHIRNITAIVKQLNRDIEVLQEQIRARDNISYGTNSALKTLEMRQLSGLGDLRGRVARCDASIARLSAEHKTTYEGLQHLNKEQQAAKLILETKIKDAEGQISQLLNRVDLSISEQSTKLKMSHRDSNHQLQLLDTKFKGTVEELSNQILSARSWLQQEQERIEKELLQKIDQLSLIVKENSGASERDMEKKLSQMSARLDKIEEGQKKTFDGQRTRQEE.... Protein 2 (ENSG00000064199) has sequence MSIPFSNTHYRIPQGFGNLLEGLTREILREQPDNIPAFAAAYFESLLEKREKTNFDPAEWGSKVEDRFYNNHAFEEQEPPEKSDPKQEESQISGKEEETSVTILDSSEEDKEKEEVAAVKIQAAFRGHIAREEAKKMKTNSLQNEEKEENK*. Result: 0 (the proteins do not interact). (3) Protein 1 (ENSG00000144451) has sequence MAAQRGMPSSAVRVLEEALGMGLTAAGDARDTADAVAAEGAYYLEQVTITEASEDDYEYEEIPDDNFSIPEGEEDLAKAIQMAQEQATDTEILERKTVLPSKHAVPEVIEDFLCNFLIKMGMTRTLDCFQSEWYELIQKGVTELRTVGNVPDVYTQIMLLENENKNLKKDLKHYKQAADKAREDLLKIQKERDFHRMHHKRIVQEKNKLINDLKGLKLHYASYEPTIRVLHEKHHTLLKEKMLTSLERDKVVGQISGLQETLKKLQRGHSYHGPQIKVDHSREKENAPEGPTQKGLREAR.... Protein 2 (ENSG00000185009) has sequence MIHSLFLINCSGDIFLEKHWKSVVSQSVCDYFFEAQEKAADVENVPPVISTPHHYLISIYRDKLFFVSVIQTEVPPLFVIEFLHRVADTFQDYFGECSEAAIKDNVVIVYELLEEMLDNGFPLATESNILKELIKPPTILRSVVNSITGSSNVGDTLPTGQLSNIPWRRAGVKYTNNEAYFDVVEEIDAIIDKSGSTVFAEIQGVIDACIKLSGMPDLSLSFMNPRLLDDVSFHPCIRFKRWESERVLSFIPPDGNFRLISYRVSSQNLVAIPVYVKHSISFKENSSCGRFDITIGPKQN.... Result: 1 (the proteins interact). (4) Protein 1 (ENSG00000188610) has sequence MSTNICSFKDSAVDFTGRCYFTKICKCKLKDIACLKCGNIVGYHVIVPCSSCLPSCNNGHFWMFHSQAVYDINRLDSTGVNILLWGNLPEIEESTDEDVLNISAEECIR*MSTNICSFKDRCVSILCCKFCKQVLSSRGMKAVLLADTEIDLFSTDIPPTNAVDFTGRCYFTKICKCKLKDIACLKCGNIVGYHVIVPCSSCLPSCNNGHFWMFHSQAVYDINRLDSTGVNILLWGNLPEIEESTDEDVLNISAEECIR*MKAVLLADTEIDLFSTDIPPTNAVDFTGRCYFTKICKCKL.... Protein 2 (ENSG00000283189) has sequence MSRVLVPCHVKGSVALQVGDVRTSQGRPGVLVIDVTFPSVAPFELQEITFKNYYTAFLSIRVRQYTSAHTPAKWVTCLRDYCLMPDPHSEEGAQEYVSLFKHQMLCDMARISELRLILRQPSPLWLSFTVEELQIYQQGPKSPSVTFPKWLSHPVPCEQPALLRETKILGSDRVKLMESLVVGDIAELRPNQGTLSLFTNEAGGILDDLIVTNTSEGHLYVVSNAGCWEKDLALMQDKVRELQNQGRDVGLEVLDNALLALQGPTAAQVLQAGVADDLRKLPFMTSAVMEVFGVSGCRVT.... Result: 0 (the proteins do not interact). (5) Protein 1 (ENSG00000141030) has sequence MASALEQFVNSVRQLSAQGQMTQLCELINKSGELLAKNLSHLDTVLGALDVQEHSLGVLAVLFVKFSMPSVPDFETLFSQVQLFISTCNGEHIRYATDTFAGLCHQLTNALVERKQPLRGIGILKQAIDKMQMNTNQLTSIHADLCQLCLLAKCFKPALPYLDVDMMDICKENGAYDAKHFLCYYYYGGMIYTGLKNFERALYFYEQAITTPAMAVSHIMLESYKKYILVSLILLGKVQQLPKYTSQIVGRFIKPLSNAYHELAQVYSTNNPSELRNLVNKHSETFTRDNNMGLVKQCLS.... Protein 2 (ENSG00000157870) has sequence MSTVDLARVGACILKHAVTGEAVELRSLWREHACVVAGLRRFGCVVCRWIAQDLSSLAGLLDQHGVRLVGVGPEALGLQEFLDGDYFAGELYLDESKQLYKELGFKRLWTQASPEFGQATWCLRRYNSLSILPAALGKPVRDVAAKAKAVGIQGNLSGDLLQSGGLLVVSKEVPRRLRPQGAHPAGPGHLCGGLCQRPASV*MSTVDLARVGACILKHAVTGEAVELRSLWREHACVVAGLRRFGCVVCRWIAQDLSSLAGLLDQHGVRLVGVGPEALGLQEFLDGDYFAGELYLDESKQ.... Result: 1 (the proteins interact).